This data is from Forward reaction prediction with 1.9M reactions from USPTO patents (1976-2016). The task is: Predict the product of the given reaction. (1) Given the reactants [CH2:1]([O:3][C:4]1[CH:9]=[CH:8][C:7]([C:10]([F:13])([F:12])[F:11])=[CH:6][C:5]=1[C:14]1[C:15]2[N:22]([CH2:23][O:24][CH2:25][CH2:26][Si:27]([CH3:30])([CH3:29])[CH3:28])[C:21]([CH3:31])=[C:20]([C:32](O)=[O:33])[C:16]=2[N:17]=[CH:18][N:19]=1)[CH3:2].[NH2:35][CH:36]1[CH2:41][CH2:40][N:39]([C:42]([O:44][C:45]([CH3:48])([CH3:47])[CH3:46])=[O:43])[CH2:38][CH2:37]1, predict the reaction product. The product is: [CH2:1]([O:3][C:4]1[CH:9]=[CH:8][C:7]([C:10]([F:13])([F:12])[F:11])=[CH:6][C:5]=1[C:14]1[C:15]2[N:22]([CH2:23][O:24][CH2:25][CH2:26][Si:27]([CH3:28])([CH3:30])[CH3:29])[C:21]([CH3:31])=[C:20]([C:32]([NH:35][CH:36]3[CH2:37][CH2:38][N:39]([C:42]([O:44][C:45]([CH3:48])([CH3:47])[CH3:46])=[O:43])[CH2:40][CH2:41]3)=[O:33])[C:16]=2[N:17]=[CH:18][N:19]=1)[CH3:2]. (2) Given the reactants [CH2:1]([N:8]1[CH2:13][CH2:12][O:11][CH:10]([C:14]([C:25]2[CH:30]=[CH:29][CH:28]=[CH:27][CH:26]=2)([OH:24])[CH2:15][C:16]2[CH:21]=[CH:20][CH:19]=[CH:18][C:17]=2OC)[CH2:9]1)[C:2]1[CH:7]=[CH:6][CH:5]=[CH:4][CH:3]=1.[F:31]C1C=CC=CC=1C[Mg]Cl, predict the reaction product. The product is: [CH2:1]([N:8]1[CH2:13][CH2:12][O:11][CH:10]([C:14]([C:25]2[CH:30]=[CH:29][CH:28]=[CH:27][CH:26]=2)([OH:24])[CH2:15][C:16]2[CH:21]=[CH:20][CH:19]=[CH:18][C:17]=2[F:31])[CH2:9]1)[C:2]1[CH:7]=[CH:6][CH:5]=[CH:4][CH:3]=1. (3) Given the reactants [Br:1][C:2]1[CH:11]=[C:10]2[C:5]([N:6]=[CH:7][C:8]([NH:12][NH2:13])=[N:9]2)=[CH:4][CH:3]=1.[C:14]([C:16]([C:19]1[CH:27]=[CH:26][C:22]([C:23](O)=[O:24])=[CH:21][CH:20]=1)([CH3:18])[CH3:17])#[N:15].CN(C(ON1N=NC2C=CC=NC1=2)=[N+](C)C)C.F[P-](F)(F)(F)(F)F.CCN(C(C)C)C(C)C, predict the reaction product. The product is: [Br:1][C:2]1[CH:11]=[C:10]2[C:5]([N:6]=[CH:7][C:8]([NH:12][NH:13][C:23](=[O:24])[C:22]3[CH:21]=[CH:20][C:19]([C:16]([C:14]#[N:15])([CH3:17])[CH3:18])=[CH:27][CH:26]=3)=[N:9]2)=[CH:4][CH:3]=1. (4) The product is: [CH3:1][O:2][C:3](=[O:10])[C:4]([F:9])([F:8])[CH2:5][CH3:6]. Given the reactants [CH3:1][O:2][C:3](=[O:10])[C:4]([F:9])([F:8])[CH2:5][CH2:6]O.C1C=CC(P(C2C=CC=CC=2)C2C=CC=CC=2)=CC=1.ClC1C=CC(N([C@H]2C3C(=CC=CC=3)N(C(=O)C3C=CC(O)=CC=3)[C@@H](C)C2)C(=O)C)=CC=1.CCOC(/N=N/C(OCC)=O)=O, predict the reaction product. (5) Given the reactants [I:1][C:2]1[C:10]2[C:5](=[N:6][CH:7]=[N:8][C:9]=2[NH2:11])[NH:4][N:3]=1.[O:12]1[C:16]2([CH2:21][CH2:20][CH:19](O)[CH2:18][CH2:17]2)[O:15][CH2:14][CH2:13]1.C1(P(C2C=CC=CC=2)C2C=CC=CC=2)C=CC=CC=1.N(C(OCC)=O)=NC(OCC)=O, predict the reaction product. The product is: [O:12]1[C:16]2([CH2:21][CH2:20][CH:19]([N:4]3[C:5]4=[N:6][CH:7]=[N:8][C:9]([NH2:11])=[C:10]4[C:2]([I:1])=[N:3]3)[CH2:18][CH2:17]2)[O:15][CH2:14][CH2:13]1. (6) Given the reactants [N+:1]([C:4]1[NH:8][N:7]=[C:6]([C:9]([OH:11])=[O:10])[CH:5]=1)([O-:3])=[O:2].[CH3:12]O, predict the reaction product. The product is: [CH3:12][O:10][C:9]([C:6]1[CH:5]=[C:4]([N+:1]([O-:3])=[O:2])[NH:8][N:7]=1)=[O:11]. (7) Given the reactants [F:1][C:2]([F:6])([F:5])[CH2:3][SH:4].[H-].[Na+].Cl[CH2:10][C:11](=[O:13])[CH3:12], predict the reaction product. The product is: [F:1][C:2]([F:6])([F:5])[CH2:3][S:4][CH2:10][C:11](=[O:13])[CH3:12].